Dataset: Catalyst prediction with 721,799 reactions and 888 catalyst types from USPTO. Task: Predict which catalyst facilitates the given reaction. (1) Reactant: [CH3:1][N:2]([CH2:10][CH2:11][O:12][C:13]1[CH:18]=[CH:17][C:16]([N+:19]([O-])=O)=[CH:15][CH:14]=1)[C:3](=[O:9])[O:4][C:5]([CH3:8])([CH3:7])[CH3:6].Cl[C:23](Cl)([O:25]C(=O)OC(Cl)(Cl)Cl)Cl.NC1C=CC(OCCN(C)C(=O)OC(C)(C)C)=CC=1. Product: [N:19]([C:16]1[CH:17]=[CH:18][C:13]([O:12][CH2:11][CH2:10][N:2]([CH3:1])[C:3](=[O:9])[O:4][C:5]([CH3:8])([CH3:7])[CH3:6])=[CH:14][CH:15]=1)=[C:23]=[O:25]. The catalyst class is: 687. (2) Reactant: O=[C:2]([CH2:6][C:7]1[CH:12]=[CH:11][CH:10]=[CH:9][CH:8]=1)[CH2:3][C:4]#[N:5].O.[NH2:14][NH2:15]. Product: [CH2:6]([C:2]1[CH:3]=[C:4]([NH2:5])[NH:14][N:15]=1)[C:7]1[CH:12]=[CH:11][CH:10]=[CH:9][CH:8]=1. The catalyst class is: 14. (3) Reactant: CSC.B.[C:5]([CH2:8][C:9]1[CH:10]=[CH:11][C:12]([Cl:18])=[C:13]([CH:17]=1)[C:14](O)=[O:15])(O)=[O:6]. Product: [Cl:18][C:12]1[CH:11]=[CH:10][C:9]([CH2:8][CH2:5][OH:6])=[CH:17][C:13]=1[CH2:14][OH:15]. The catalyst class is: 1.